Dataset: Full USPTO retrosynthesis dataset with 1.9M reactions from patents (1976-2016). Task: Predict the reactants needed to synthesize the given product. The reactants are: C([Si](C)(C)[O:6][CH:7]([C:17]1[C:18]([CH3:50])=[N:19][O:20][C:21]=1[C:22]1[CH:27]=[CH:26][C:25]([C:28]2[CH:33]=[CH:32][C:31]([C:34]3([C:37]([NH:39][S:40]([C:43]4[CH:48]=[CH:47][C:46]([CH3:49])=[CH:45][CH:44]=4)(=[O:42])=[O:41])=[O:38])[CH2:36][CH2:35]3)=[CH:30][CH:29]=2)=[CH:24][CH:23]=1)[CH2:8][CH2:9][CH2:10][C:11]1[CH:16]=[CH:15][CH:14]=[CH:13][CH:12]=1)(C)(C)C.[F-].C([N+](CCCC)(CCCC)CCCC)CCC. Given the product [OH:6][CH:7]([C:17]1[C:18]([CH3:50])=[N:19][O:20][C:21]=1[C:22]1[CH:27]=[CH:26][C:25]([C:28]2[CH:33]=[CH:32][C:31]([C:34]3([C:37]([NH:39][S:40]([C:43]4[CH:48]=[CH:47][C:46]([CH3:49])=[CH:45][CH:44]=4)(=[O:41])=[O:42])=[O:38])[CH2:36][CH2:35]3)=[CH:30][CH:29]=2)=[CH:24][CH:23]=1)[CH2:8][CH2:9][CH2:10][C:11]1[CH:16]=[CH:15][CH:14]=[CH:13][CH:12]=1, predict the reactants needed to synthesize it.